Predict the product of the given reaction. From a dataset of Forward reaction prediction with 1.9M reactions from USPTO patents (1976-2016). (1) Given the reactants [Br:1][C:2]1[C:3]([NH2:10])=[C:4]([NH2:9])[C:5]([Br:8])=[CH:6][CH:7]=1.[C:11]1([C:17]([C:19]([C:21]2[CH:26]=[CH:25][CH:24]=[CH:23][CH:22]=2)=O)=O)[CH:16]=[CH:15][CH:14]=[CH:13][CH:12]=1.O.C(=O)(O)[O-].[Na+], predict the reaction product. The product is: [Br:1][C:2]1[CH:7]=[CH:6][C:5]([Br:8])=[C:4]2[C:3]=1[N:10]=[C:17]([C:11]1[CH:16]=[CH:15][CH:14]=[CH:13][CH:12]=1)[C:19]([C:21]1[CH:26]=[CH:25][CH:24]=[CH:23][CH:22]=1)=[N:9]2. (2) The product is: [CH3:1][N:2]1[C:6]([C:7](=[O:24])[NH:8][C:9]2[CH:14]=[CH:13][N:12]3[N:15]=[C:16]([C:18]4[CH:19]=[N:20][CH:21]=[CH:22][CH:23]=4)[N:17]=[C:11]3[CH:10]=2)=[C:5]([C:25]([OH:27])=[O:26])[CH:4]=[N:3]1. Given the reactants [CH3:1][N:2]1[C:6]([C:7](=[O:24])[NH:8][C:9]2[CH:14]=[CH:13][N:12]3[N:15]=[C:16]([C:18]4[CH:19]=[N:20][CH:21]=[CH:22][CH:23]=4)[N:17]=[C:11]3[CH:10]=2)=[C:5]([C:25]([O:27]C)=[O:26])[CH:4]=[N:3]1.O.[OH-].[Li+].Cl, predict the reaction product. (3) The product is: [NH:8]1[C:3]2[CH:4]=[CH:5][CH:6]=[CH:7][C:2]=2[N:1]=[C:9]1[C@H:11]1[CH2:16][C@H:15]([NH:17][C:18]([NH:20][C:21]2[CH:22]=[N:23][C:24]([C:27]([F:30])([F:29])[F:28])=[CH:25][CH:26]=2)=[O:19])[CH2:14][CH2:13][N:12]1[CH3:31]. Given the reactants [NH2:1][C:2]1[CH:7]=[CH:6][CH:5]=[CH:4][C:3]=1[NH:8][C:9]([C@H:11]1[CH2:16][C@H:15]([NH:17][C:18]([NH:20][C:21]2[CH:22]=[N:23][C:24]([C:27]([F:30])([F:29])[F:28])=[CH:25][CH:26]=2)=[O:19])[CH2:14][CH2:13][N:12]1[C:31](OC(C)(C)C)=O)=O.C=O.C([BH3-])#N.[Na+].C1COCC1, predict the reaction product. (4) Given the reactants [N:1]([C@@H:4]1[C@@H:17]([OH:18])[C@H:16]([O:19][CH2:20][C:21]2[CH:30]=[CH:29][C:28]3[C:23](=[CH:24][CH:25]=[CH:26][CH:27]=3)[CH:22]=2)[C@@H:15]([CH2:31][OH:32])[O:14][CH:5]1[S:6][C:7]1[CH:12]=[CH:11][C:10]([CH3:13])=[CH:9][CH:8]=1)=[N+:2]=[N-:3].CCN(CC)CC.[CH3:40][C:41]([Si:44](Cl)([C:51]1[CH:56]=[CH:55][CH:54]=[CH:53][CH:52]=1)[C:45]1[CH:50]=[CH:49][CH:48]=[CH:47][CH:46]=1)([CH3:43])[CH3:42], predict the reaction product. The product is: [N:1]([C@@H:4]1[C@@H:17]([OH:18])[C@H:16]([O:19][CH2:20][C:21]2[CH:30]=[CH:29][C:28]3[C:23](=[CH:24][CH:25]=[CH:26][CH:27]=3)[CH:22]=2)[C@@H:15]([CH2:31][O:32][Si:44]([C:41]([CH3:43])([CH3:42])[CH3:40])([C:51]2[CH:52]=[CH:53][CH:54]=[CH:55][CH:56]=2)[C:45]2[CH:50]=[CH:49][CH:48]=[CH:47][CH:46]=2)[O:14][CH:5]1[S:6][C:7]1[CH:8]=[CH:9][C:10]([CH3:13])=[CH:11][CH:12]=1)=[N+:2]=[N-:3]. (5) Given the reactants [S-2].[Na+].[Na+].C(=O)(O)[O-].[Na+].[N+:9]([C:12]1[C:21]2[C:16](=[C:17]([N+:22]([O-])=O)[CH:18]=[CH:19][CH:20]=2)[CH:15]=[CH:14][CH:13]=1)([O-:11])=[O:10], predict the reaction product. The product is: [N+:9]([C:12]1[CH:13]=[CH:14][CH:15]=[C:16]2[C:21]=1[CH:20]=[CH:19][CH:18]=[C:17]2[NH2:22])([O-:11])=[O:10].